This data is from Catalyst prediction with 721,799 reactions and 888 catalyst types from USPTO. The task is: Predict which catalyst facilitates the given reaction. (1) Reactant: [Cl:1][C:2]1[CH:18]=C(C#N)[CH:16]=[C:15]([CH3:21])[C:3]=1[O:4][CH2:5][CH2:6][CH2:7][C:8]([O:10][C:11]([CH3:14])([CH3:13])[CH3:12])=[O:9].C([N:24]([CH2:27][CH3:28])CC)C.Cl.[NH2:30][OH:31]. Product: [Cl:1][C:2]1[CH:18]=[C:28]([C:27](=[NH:24])[NH:30][OH:31])[CH:16]=[C:15]([CH3:21])[C:3]=1[O:4][CH2:5][CH2:6][CH2:7][C:8]([O:10][C:11]([CH3:14])([CH3:13])[CH3:12])=[O:9]. The catalyst class is: 8. (2) Reactant: [Cl:1][C:2]1[C:7]([N:8]2[CH2:13][CH2:12][N:11]([CH2:14][CH:15]([F:17])[F:16])[CH2:10][CH2:9]2)=[CH:6][C:5]([C:18]#[N:19])=[CH:4][C:3]=1[NH:20][C:21]1[N:26]=[C:25]([N:27]([CH:37]2[CH2:39][CH2:38]2)CC2C=CC(OC)=CC=2)[C:24]2=[N:40][CH:41]=[C:42]([C:43]#[N:44])[N:23]2[N:22]=1.C1(OC)C=CC=CC=1.FC(F)(F)C(O)=O. Product: [Cl:1][C:2]1[C:7]([N:8]2[CH2:13][CH2:12][N:11]([CH2:14][CH:15]([F:17])[F:16])[CH2:10][CH2:9]2)=[CH:6][C:5]([C:18]#[N:19])=[CH:4][C:3]=1[NH:20][C:21]1[N:26]=[C:25]([NH:27][CH:37]2[CH2:38][CH2:39]2)[C:24]2=[N:40][CH:41]=[C:42]([C:43]#[N:44])[N:23]2[N:22]=1. The catalyst class is: 4.